This data is from Catalyst prediction with 721,799 reactions and 888 catalyst types from USPTO. The task is: Predict which catalyst facilitates the given reaction. (1) Reactant: [Br:1][C:2]1[CH:3]=[C:4]([CH2:12]Br)[C:5]([C:8]([O:10]C)=O)=[N:6][CH:7]=1.[F:14][C:15]([F:26])([F:25])[O:16][C:17]1[CH:24]=[CH:23][C:20]([CH2:21][NH2:22])=[CH:19][CH:18]=1.C(=O)([O-])[O-].[K+].[K+]. Product: [Br:1][C:2]1[CH:3]=[C:4]2[CH2:12][N:22]([CH2:21][C:20]3[CH:23]=[CH:24][C:17]([O:16][C:15]([F:14])([F:25])[F:26])=[CH:18][CH:19]=3)[C:8](=[O:10])[C:5]2=[N:6][CH:7]=1. The catalyst class is: 11. (2) Reactant: ClC1C=CC=C(C(OO)=O)C=1.[CH:12]1([C:15]2[N:20]=[C:19](SC)[C:18]([CH:23]=[CH2:24])=[C:17]([C:25]([O:27][CH3:28])=[O:26])[N:16]=2)[CH2:14][CH2:13]1.[N-:29]=[N+:30]=[N-:31].[Na+]. Product: [N:29]([C:19]1[C:18]([CH:23]=[CH2:24])=[C:17]([C:25]([O:27][CH3:28])=[O:26])[N:16]=[C:15]([CH:12]2[CH2:14][CH2:13]2)[N:20]=1)=[N+:30]=[N-:31]. The catalyst class is: 98. (3) Reactant: Cl[C:2]1[C:11]2[C:6](=[CH:7][C:8]([O:12][CH3:13])=[CH:9][CH:10]=2)[N:5]=[CH:4][CH:3]=1.[C:14]1([SH:20])[CH:19]=[CH:18][CH:17]=[CH:16][CH:15]=1.C(=O)([O-])[O-].[Cs+].[Cs+]. Product: [CH3:13][O:12][C:8]1[CH:7]=[C:6]2[C:11]([C:2]([S:20][C:14]3[CH:19]=[CH:18][CH:17]=[CH:16][CH:15]=3)=[CH:3][CH:4]=[N:5]2)=[CH:10][CH:9]=1. The catalyst class is: 16.